This data is from Forward reaction prediction with 1.9M reactions from USPTO patents (1976-2016). The task is: Predict the product of the given reaction. (1) Given the reactants [C:1]([C:5]1[CH:12]=[CH:11][C:8]([CH:9]=O)=[CH:7][CH:6]=1)([CH3:4])([CH3:3])[CH3:2].Cl.[F:14][C:15]1[CH:20]=[CH:19][C:18]([CH2:21][CH2:22][NH2:23])=[CH:17][C:16]=1[C:24]([F:27])([F:26])[F:25].C(=O)([O-])[O-].[K+].[K+].[BH4-].[Na+].Cl, predict the reaction product. The product is: [C:1]([C:5]1[CH:12]=[CH:11][C:8]([CH2:9][NH:23][CH2:22][CH2:21][C:18]2[CH:19]=[CH:20][C:15]([F:14])=[C:16]([C:24]([F:27])([F:25])[F:26])[CH:17]=2)=[CH:7][CH:6]=1)([CH3:4])([CH3:3])[CH3:2]. (2) Given the reactants [N:1]1[CH:6]=[CH:5][CH:4]=[CH:3][C:2]=1[CH2:7][NH2:8].O[C:10]1[C:11]2[CH:19]=[CH:18][CH:17]=[C:16]([C:20]([NH2:22])=[O:21])[C:12]=2[N:13]=[N:14][N:15]=1, predict the reaction product. The product is: [N:1]1[CH:6]=[CH:5][CH:4]=[CH:3][C:2]=1[CH2:7][NH:8][C:10]1[C:11]2[CH:19]=[CH:18][CH:17]=[C:16]([C:20]([NH2:22])=[O:21])[C:12]=2[N:13]=[N:14][N:15]=1. (3) Given the reactants [CH:1]([C:4]1[CH:9]=[C:8]([O:10][CH3:11])[C:7]([O:12][CH3:13])=[CH:6][C:5]=1[NH2:14])([CH3:3])[CH3:2].[C:15](Cl)(Cl)=[O:16], predict the reaction product. The product is: [N:14]([C:5]1[CH:6]=[C:7]([O:12][CH3:13])[C:8]([O:10][CH3:11])=[CH:9][C:4]=1[CH:1]([CH3:3])[CH3:2])=[C:15]=[O:16]. (4) The product is: [CH3:40][S:41]([OH:44])(=[O:43])=[O:42].[Cl:1][C:2]1[CH:7]=[CH:6][CH:5]=[CH:4][C:3]=1[CH2:8][CH2:9][CH:10]([O:33][CH:34]1[CH2:35][CH2:36][NH:37][CH2:38][CH2:39]1)[C:11]1[NH:32][C:14]2[N:15]=[C:16]([C:26]3[CH:31]=[CH:30][CH:29]=[CH:28][CH:27]=3)[N:17]=[C:18]([NH:19][CH2:20][CH2:21][NH:22][C:23](=[O:25])[CH3:24])[C:13]=2[CH:12]=1. Given the reactants [Cl:1][C:2]1[CH:7]=[CH:6][CH:5]=[CH:4][C:3]=1[CH2:8][CH2:9][CH:10]([O:33][CH:34]1[CH2:39][CH2:38][NH:37][CH2:36][CH2:35]1)[C:11]1[NH:32][C:14]2[N:15]=[C:16]([C:26]3[CH:31]=[CH:30][CH:29]=[CH:28][CH:27]=3)[N:17]=[C:18]([NH:19][CH2:20][CH2:21][NH:22][C:23](=[O:25])[CH3:24])[C:13]=2[CH:12]=1.[CH3:40][S:41]([OH:44])(=[O:43])=[O:42], predict the reaction product. (5) Given the reactants [CH2:1]([N:8]1[CH2:12][C@@H:11]([C:13]2[CH:18]=[CH:17][CH:16]=[CH:15][CH:14]=2)[C@H:10]([NH2:19])[CH2:9]1)[C:2]1[CH:7]=[CH:6][CH:5]=[CH:4][CH:3]=1.CCN(C(C)C)C(C)C.[F:29][C:30]([F:41])([F:40])[C:31](O[C:31](=[O:32])[C:30]([F:41])([F:40])[F:29])=[O:32], predict the reaction product. The product is: [CH2:1]([N:8]1[CH2:12][C@@H:11]([C:13]2[CH:14]=[CH:15][CH:16]=[CH:17][CH:18]=2)[C@H:10]([NH:19][C:31](=[O:32])[C:30]([F:41])([F:40])[F:29])[CH2:9]1)[C:2]1[CH:3]=[CH:4][CH:5]=[CH:6][CH:7]=1. (6) Given the reactants C[Si](C)(C)CCO[C:6](=[O:37])[C:7]1[CH:12]=[C:11]([O:13][CH2:14][CH2:15][C:16]2N=C(C3C=CC=CC=3)O[C:20]=2[CH3:21])[CH:10]=[CH:9][C:8]=1[CH2:28][CH2:29][C:30]([O:32][C:33]([CH3:36])([CH3:35])[CH3:34])=[O:31].[CH3:40][CH2:41]CC[N+](CCCC)(CCCC)CCCC.[F-], predict the reaction product. The product is: [C:33]([O:32][C:30](=[O:31])[CH:29]=[CH:28][C:8]1[CH:9]=[CH:10][C:11]([O:13][CH2:14][C:15]2[CH:16]=[CH:20][CH:21]=[CH:41][CH:40]=2)=[CH:12][C:7]=1[CH:6]=[O:37])([CH3:34])([CH3:35])[CH3:36]. (7) The product is: [CH3:10][CH:3]1[CH2:4][CH2:5][CH2:6][CH2:7][NH:1][C:2]1=[O:8]. Given the reactants [NH:1]1[CH2:7][CH2:6][CH2:5][CH2:4][CH2:3][C:2]1=[O:8].[Li][CH2:10]CCC.CI, predict the reaction product. (8) Given the reactants [CH3:1][O:2][C:3]1[C:11]([N+:12]([O-:14])=[O:13])=[CH:10][CH:9]=[CH:8][C:4]=1[C:5]([OH:7])=[O:6].S(Cl)(Cl)=O.[CH2:19](O)[CH3:20], predict the reaction product. The product is: [CH3:1][O:2][C:3]1[C:11]([N+:12]([O-:14])=[O:13])=[CH:10][CH:9]=[CH:8][C:4]=1[C:5]([O:7][CH2:19][CH3:20])=[O:6]. (9) Given the reactants [OH:1][C:2]1[C:7]([N+:8]([O-:10])=[O:9])=[CH:6][CH:5]=[CH:4][C:3]=1[NH:11][C:12]([NH:14][C:15]1[C:20]([CH3:21])=[CH:19][C:18]([CH3:22])=[CH:17][C:16]=1[CH3:23])=S, predict the reaction product. The product is: [C:16]1([CH3:23])[CH:17]=[C:18]([CH3:22])[CH:19]=[C:20]([CH3:21])[C:15]=1[NH:14][C:12]1[O:1][C:2]2[C:7]([N+:8]([O-:10])=[O:9])=[CH:6][CH:5]=[CH:4][C:3]=2[N:11]=1. (10) Given the reactants [C:1]([O:4][C@H:5]1[O:18][C@H:17]([CH2:19][O:20][C:21](=[O:23])[CH3:22])[C@@H:12]([O:13][C:14](=[O:16])[CH3:15])[C@H:7]([O:8][C:9](=[O:11])[CH3:10])[C@H:6]1[N:24]=[N+]=[N-])(=[O:3])[CH3:2], predict the reaction product. The product is: [C:1]([O:4][C@H:5]1[O:18][C@H:17]([CH2:19][O:20][C:21](=[O:23])[CH3:22])[C@@H:12]([O:13][C:14](=[O:16])[CH3:15])[C@H:7]([O:8][C:9](=[O:11])[CH3:10])[C@H:6]1[NH2:24])(=[O:3])[CH3:2].